Dataset: Peptide-MHC class I binding affinity with 185,985 pairs from IEDB/IMGT. Task: Regression. Given a peptide amino acid sequence and an MHC pseudo amino acid sequence, predict their binding affinity value. This is MHC class I binding data. (1) The peptide sequence is KSSSIDVDKR. The MHC is HLA-A11:01 with pseudo-sequence HLA-A11:01. The binding affinity (normalized) is 0.417. (2) The peptide sequence is RFPLTFGW. The MHC is HLA-A02:06 with pseudo-sequence HLA-A02:06. The binding affinity (normalized) is 0. (3) The peptide sequence is VSALRLFNY. The MHC is HLA-A01:01 with pseudo-sequence HLA-A01:01. The binding affinity (normalized) is 0.384. (4) The peptide sequence is FHRKKTDAL. The MHC is HLA-B18:01 with pseudo-sequence HLA-B18:01. The binding affinity (normalized) is 0.0847. (5) The peptide sequence is TLPELNLSL. The MHC is Mamu-A01 with pseudo-sequence Mamu-A01. The binding affinity (normalized) is 0.786. (6) The peptide sequence is YQVLVMVPK. The MHC is HLA-A02:03 with pseudo-sequence HLA-A02:03. The binding affinity (normalized) is 0.0847.